Dataset: Catalyst prediction with 721,799 reactions and 888 catalyst types from USPTO. Task: Predict which catalyst facilitates the given reaction. Reactant: [CH2:1](Br)[C:2]1[CH:7]=[CH:6][CH:5]=[CH:4][CH:3]=1.[CH:9]([C:11]1[N:12]=[C:13]([CH3:16])[NH:14][CH:15]=1)=[O:10].C(=O)([O-])[O-].[K+].[K+]. Product: [CH2:1]([N:12]1[C:11]([CH:9]=[O:10])=[CH:15][N:14]=[C:13]1[CH3:16])[C:2]1[CH:7]=[CH:6][CH:5]=[CH:4][CH:3]=1. The catalyst class is: 3.